Predict the reactants needed to synthesize the given product. From a dataset of Full USPTO retrosynthesis dataset with 1.9M reactions from patents (1976-2016). Given the product [OH2:27].[ClH:26].[NH2:2][C@@H:3]1[CH2:8][CH2:7][CH2:6][N:5]([C:9]2[N:17]([CH2:18][C:19]3[CH:24]=[C:23]([F:25])[CH:22]=[CH:21][C:20]=3[Cl:26])[C:16]3[C:15](=[O:27])[N:14]([CH3:28])[C:13](=[O:29])[N:12]([CH3:30])[C:11]=3[CH:10]=2)[CH2:4]1.[NH2:2][C@@H:3]1[CH2:8][CH2:7][CH2:6][N:5]([C:9]2[N:17]([CH2:18][C:19]3[CH:24]=[C:23]([F:25])[CH:22]=[CH:21][C:20]=3[Cl:26])[C:16]3[C:15](=[O:27])[N:14]([CH3:28])[C:13](=[O:29])[N:12]([CH3:30])[C:11]=3[CH:10]=2)[CH2:4]1.[ClH:1], predict the reactants needed to synthesize it. The reactants are: [ClH:1].[NH2:2][C@@H:3]1[CH2:8][CH2:7][CH2:6][N:5]([C:9]2[N:17]([CH2:18][C:19]3[CH:24]=[C:23]([F:25])[CH:22]=[CH:21][C:20]=3[Cl:26])[C:16]3[C:15](=[O:27])[N:14]([CH3:28])[C:13](=[O:29])[N:12]([CH3:30])[C:11]=3[CH:10]=2)[CH2:4]1.O.C1(C)C=CC=CC=1.